Dataset: Retrosynthesis with 50K atom-mapped reactions and 10 reaction types from USPTO. Task: Predict the reactants needed to synthesize the given product. (1) The reactants are: CC1(C)OB(c2ccc(N)nc2)OC1(C)C.Fc1ccc(-c2cc(C(F)(F)F)nc(-n3cnc(I)c3)n2)cc1. Given the product Nc1ccc(-c2cn(-c3nc(-c4ccc(F)cc4)cc(C(F)(F)F)n3)cn2)cn1, predict the reactants needed to synthesize it. (2) Given the product COc1ccc(C(=O)Cc2c(Cl)cncc2Cl)c2cc(C(=O)N3CCN(C)CC3)oc12, predict the reactants needed to synthesize it. The reactants are: CN1CCNCC1.COc1ccc(C(=O)Cc2c(Cl)cncc2Cl)c2cc(C(=O)O)oc12. (3) Given the product COCCOCCNC(=O)[C@@H](N)C(C)(C)C, predict the reactants needed to synthesize it. The reactants are: COCCOCCNC(=O)[C@@H](NC(=O)OCc1ccccc1)C(C)(C)C.